This data is from Catalyst prediction with 721,799 reactions and 888 catalyst types from USPTO. The task is: Predict which catalyst facilitates the given reaction. (1) Reactant: [CH2-:1][CH2:2][CH2:3][CH2:4][CH2-:5].[Mg+2].[Mg+2].[Br-:8].[Br-].[C:10]1([Si:16]([CH3:19])([CH3:18])Cl)[CH:15]=[CH:14][CH:13]=[CH:12][CH:11]=1.Br[C:21]([CH2:23]Br)=[CH2:22]. Product: [Br:8][C:2]([CH2:3][CH2:4][CH2:5][CH2:22][CH2:21][CH2:23][Si:16]([C:10]1[CH:15]=[CH:14][CH:13]=[CH:12][CH:11]=1)([CH3:19])[CH3:18])=[CH2:1]. The catalyst class is: 1. (2) Reactant: [NH2:1][C:2]1[S:3][C:4]2[N:5]=[C:6]([NH:11][C:12]3[CH:13]=[C:14]([NH:19][C:20](=[O:32])[C:21]4[CH:26]=[CH:25][CH:24]=[C:23]([C:27]([C:30]#[N:31])([CH3:29])[CH3:28])[CH:22]=4)[CH:15]=[CH:16][C:17]=3[CH3:18])[N:7]=[CH:8][C:9]=2[N:10]=1.[Cl:33][CH2:34][C:35](Cl)=[O:36].O. Product: [Cl:33][CH2:34][C:35]([NH:1][C:2]1[S:3][C:4]2[N:5]=[C:6]([NH:11][C:12]3[CH:13]=[C:14]([NH:19][C:20](=[O:32])[C:21]4[CH:26]=[CH:25][CH:24]=[C:23]([C:27]([C:30]#[N:31])([CH3:29])[CH3:28])[CH:22]=4)[CH:15]=[CH:16][C:17]=3[CH3:18])[N:7]=[CH:8][C:9]=2[N:10]=1)=[O:36]. The catalyst class is: 80.